Task: Predict the reactants needed to synthesize the given product.. Dataset: Full USPTO retrosynthesis dataset with 1.9M reactions from patents (1976-2016) (1) Given the product [CH3:73][O:74][C:75]([NH:77][C@@H:78]([CH:82]([CH3:84])[CH3:83])[C:79]([N:26]1[C@H:27]([C:31]2[NH:32][C:33]([C:36]3[CH:37]=[C:38]4[C:43](=[CH:44][CH:45]=3)[CH:42]=[C:41]([C:46]3[CH:47]=[CH:48][C:49]([C:52]5[NH:56][C:55]([CH:57]6[CH2:62][C@@H:61]7[C@@H:59]([CH2:60]7)[N:58]6[C:63]([O:65][CH2:66][C:67]6[CH:68]=[CH:69][CH:70]=[CH:71][CH:72]=6)=[O:64])=[N:54][CH:53]=5)=[CH:50][CH:51]=3)[CH:40]=[CH:39]4)=[CH:34][N:35]=2)[CH2:28][C@@H:29]2[C@H:25]1[CH2:30]2)=[O:80])=[O:76], predict the reactants needed to synthesize it. The reactants are: CN(C(ON1N=NC2C=CC=NC1=2)=[N+](C)C)C.F[P-](F)(F)(F)(F)F.[C@@H:25]12[CH2:30][C@@H:29]1[CH2:28][C@@H:27]([C:31]1[NH:32][C:33]([C:36]3[CH:37]=[C:38]4[C:43](=[CH:44][CH:45]=3)[CH:42]=[C:41]([C:46]3[CH:51]=[CH:50][C:49]([C:52]5[NH:56][C:55]([CH:57]6[CH2:62][C@@H:61]7[C@@H:59]([CH2:60]7)[N:58]6[C:63]([O:65][CH2:66][C:67]6[CH:72]=[CH:71][CH:70]=[CH:69][CH:68]=6)=[O:64])=[N:54][CH:53]=5)=[CH:48][CH:47]=3)[CH:40]=[CH:39]4)=[CH:34][N:35]=1)[NH:26]2.[CH3:73][O:74][C:75]([NH:77][C@@H:78]([CH:82]([CH3:84])[CH3:83])[C:79](O)=[O:80])=[O:76].CCN(C(C)C)C(C)C. (2) Given the product [ClH:40].[CH:1]1([C:4]2[CH:8]=[C:7]([CH:9]3[CH2:11][CH2:10]3)[N:6]([C:12]3[N:17]=[CH:16][C:15]([NH:18][C:19](=[O:28])[C:20]4[C:25]([F:26])=[CH:24][CH:23]=[CH:22][C:21]=4[F:27])=[CH:14][CH:13]=3)[N:5]=2)[CH2:2][CH2:3]1, predict the reactants needed to synthesize it. The reactants are: [CH:1]1([C:4]2[CH:8]=[C:7]([CH:9]3[CH2:11][CH2:10]3)[N:6]([C:12]3[N:17]=[CH:16][C:15]([NH:18][C:19](=[O:28])[C:20]4[C:25]([F:26])=[CH:24][CH:23]=[CH:22][C:21]=4[F:27])=[CH:14][CH:13]=3)[N:5]=2)[CH2:3][CH2:2]1.FC1C=CC=C(F)C=1C(O)=O.[ClH:40]. (3) Given the product [CH3:37][O:36][C:33]1[N:32]=[CH:31][C:30]([C:27]2[CH:28]=[CH:29][C:24]([CH2:23][N:8]3[C:9]4[C:14](=[CH:13][C:12]([O:15][CH2:16][C:17]5[CH:22]=[CH:21][CH:20]=[CH:19][N:18]=5)=[CH:11][CH:10]=4)[C:6]([S:5]([C:1]([CH3:4])([CH3:2])[CH3:3])=[O:59])=[C:7]3[CH2:38][C:39]([CH3:44])([CH3:43])[C:40]([OH:42])=[O:41])=[CH:25][CH:26]=2)=[CH:35][CH:34]=1, predict the reactants needed to synthesize it. The reactants are: [C:1]([S:5][C:6]1[C:14]2[C:9](=[CH:10][CH:11]=[C:12]([O:15][CH2:16][C:17]3[CH:22]=[CH:21][CH:20]=[CH:19][N:18]=3)[CH:13]=2)[N:8]([CH2:23][C:24]2[CH:29]=[CH:28][C:27]([C:30]3[CH:31]=[N:32][C:33]([O:36][CH3:37])=[CH:34][CH:35]=3)=[CH:26][CH:25]=2)[C:7]=1[CH2:38][C:39]([CH3:44])([CH3:43])[C:40]([OH:42])=[O:41])([CH3:4])([CH3:3])[CH3:2].C(SC1C2C(=CC=C([O:59]CC3C=CC=CN=3)C=2)N(CC2C=CC(C3C=NC(O)=CC=3)=CC=2)C=1CC(C)(C)C(O)=O)(C)(C)C. (4) Given the product [N:29]1[CH:34]=[CH:33][CH:32]=[C:31]2[CH2:35][N:36]([CH2:2][C:3]3[N:15]=[C:14]4[N:5]([C:6]([NH:17][CH2:18][C:19]5[CH:24]=[CH:23][C:22]([O:25][CH3:26])=[CH:21][C:20]=5[O:27][CH3:28])=[N:7][C:8]5[C:9]([CH3:16])=[CH:10][CH:11]=[CH:12][C:13]=54)[N:4]=3)[CH2:37][C:30]=12, predict the reactants needed to synthesize it. The reactants are: Cl[CH2:2][C:3]1[N:15]=[C:14]2[N:5]([C:6]([NH:17][CH2:18][C:19]3[CH:24]=[CH:23][C:22]([O:25][CH3:26])=[CH:21][C:20]=3[O:27][CH3:28])=[N:7][C:8]3[C:9]([CH3:16])=[CH:10][CH:11]=[CH:12][C:13]=32)[N:4]=1.[N:29]1[CH:34]=[CH:33][CH:32]=[C:31]2[CH2:35][NH:36][CH2:37][C:30]=12.C(N(C(C)C)CC)(C)C. (5) Given the product [CH2:34]([O:33][CH2:32][C@H:14]([NH:13][C:4](=[O:6])[C:3]([CH3:2])([N:8]1[CH:12]=[N:11][CH:10]=[N:9]1)[CH3:7])[C:15]([NH:17][C:18]1[CH:23]=[CH:22][C:21]([O:24][C:25]2[CH:30]=[CH:29][C:28]([F:31])=[CH:27][CH:26]=2)=[CH:20][CH:19]=1)=[O:16])[C:35]1[CH:40]=[CH:39][CH:38]=[CH:37][CH:36]=1, predict the reactants needed to synthesize it. The reactants are: Cl.[CH3:2][C:3]([N:8]1[CH:12]=[N:11][CH:10]=[N:9]1)([CH3:7])[C:4]([OH:6])=O.[NH2:13][C@@H:14]([CH2:32][O:33][CH2:34][C:35]1[CH:40]=[CH:39][CH:38]=[CH:37][CH:36]=1)[C:15]([NH:17][C:18]1[CH:23]=[CH:22][C:21]([O:24][C:25]2[CH:30]=[CH:29][C:28]([F:31])=[CH:27][CH:26]=2)=[CH:20][CH:19]=1)=[O:16]. (6) The reactants are: [C:1]1([C@H:7]([O:9][C:10](=[O:25])[NH:11][C:12]2[C:13]([CH3:24])=[N:14][O:15][C:16]=2[C:17]2[CH:22]=[CH:21][C:20](Br)=[CH:19][CH:18]=2)[CH3:8])[CH:6]=[CH:5][CH:4]=[CH:3][CH:2]=1.CC1(C)C(C)(C)OB([C:34]2[CH:39]=[CH:38][C:37]([C:40]3([C:43]#[N:44])[CH2:42][CH2:41]3)=[CH:36][CH:35]=2)O1. Given the product [C:1]1([C@H:7]([O:9][C:10](=[O:25])[NH:11][C:12]2[C:13]([CH3:24])=[N:14][O:15][C:16]=2[C:17]2[CH:22]=[CH:21][C:20]([C:34]3[CH:39]=[CH:38][C:37]([C:40]4([C:43]#[N:44])[CH2:41][CH2:42]4)=[CH:36][CH:35]=3)=[CH:19][CH:18]=2)[CH3:8])[CH:6]=[CH:5][CH:4]=[CH:3][CH:2]=1, predict the reactants needed to synthesize it. (7) Given the product [N:27]([C:22]1[C:21]([F:30])=[C:20]([F:31])[C:19]([C:17]([NH:1][CH2:2][CH2:3][CH2:4][CH2:5][C:6]([OH:8])=[O:7])=[O:16])=[C:24]([F:25])[C:23]=1[F:26])=[N+:28]=[N-:29], predict the reactants needed to synthesize it. The reactants are: [NH2:1][CH2:2][CH2:3][CH2:4][CH2:5][C:6]([OH:8])=[O:7].C1C(=O)N([O:16][C:17]([C:19]2[C:24]([F:25])=[C:23]([F:26])[C:22]([N:27]=[N+:28]=[N-:29])=[C:21]([F:30])[C:20]=2[F:31])=O)C(=O)C1.Cl. (8) Given the product [Cl:1][C:2]1[CH:7]=[CH:6][CH:5]=[CH:4][C:3]=1[N:8]1[C:12]([S:13][C:14]2[CH:15]=[N:16][CH:17]=[CH:18][CH:19]=2)=[CH:11][C:10]([CH:20]=[O:21])=[N:9]1, predict the reactants needed to synthesize it. The reactants are: [Cl:1][C:2]1[CH:7]=[CH:6][CH:5]=[CH:4][C:3]=1[N:8]1[C:12]([S:13][C:14]2[CH:15]=[N:16][CH:17]=[CH:18][CH:19]=2)=[CH:11][C:10]([C:20](OCC)=[O:21])=[N:9]1.[H-].C([Al+]CC(C)C)C(C)C.C1(C)C=CC=CC=1.O.O.O.O.O.O.O.O.O.O.[O-]S([O-])(=O)=O.[Na+].[Na+].